Predict which catalyst facilitates the given reaction. From a dataset of Catalyst prediction with 721,799 reactions and 888 catalyst types from USPTO. (1) Reactant: C([O:8][C:9]1[C:14](=[O:15])[CH:13]=[CH:12][N:11]([C:16]2[C:24]3[N:23]=[CH:22][N:21]([CH2:25][C:26]4[CH:31]=[CH:30][CH:29]=[CH:28][C:27]=4[Cl:32])[C:20]=3[CH:19]=[CH:18][CH:17]=2)[CH:10]=1)C1C=CC=CC=1.C(S)C.B(F)(F)F. Product: [Cl:32][C:27]1[CH:28]=[CH:29][CH:30]=[CH:31][C:26]=1[CH2:25][N:21]1[C:20]2[CH:19]=[CH:18][CH:17]=[C:16]([N:11]3[CH:12]=[CH:13][C:14](=[O:15])[C:9]([OH:8])=[CH:10]3)[C:24]=2[N:23]=[CH:22]1. The catalyst class is: 61. (2) Product: [N:23]1[CH:24]=[CH:25][CH:26]=[C:21]([C:19]2[CH:18]=[CH:17][C:16]3[C@H:11]([CH2:10][CH2:9][OH:8])[O:12][CH2:13][CH2:14][C:15]=3[CH:20]=2)[CH:22]=1. Reactant: [Si]([O:8][CH2:9][CH2:10][C@H:11]1[C:16]2[CH:17]=[CH:18][C:19]([C:21]3[CH:22]=[N:23][CH:24]=[CH:25][CH:26]=3)=[CH:20][C:15]=2[CH2:14][CH2:13][O:12]1)(C(C)(C)C)(C)C. The catalyst class is: 15. (3) Reactant: [C:1]([Sn:3]([CH2:12][CH2:13][CH2:14][CH3:15])([CH2:8][CH2:9][CH2:10][CH3:11])[CH2:4][CH2:5][CH2:6][CH3:7])#[CH:2].[N:16]([CH2:19][C:20]([O:22][CH3:23])=[O:21])=[N+:17]=[N-:18]. Product: [CH3:23][O:22][C:20](=[O:21])[CH2:19][N:16]1[CH:2]=[C:1]([Sn:3]([CH2:8][CH2:9][CH2:10][CH3:11])([CH2:4][CH2:5][CH2:6][CH3:7])[CH2:12][CH2:13][CH2:14][CH3:15])[N:18]=[N:17]1. The catalyst class is: 11. (4) Reactant: [F:1][C:2]1[CH:7]=[C:6]([F:8])[CH:5]=[CH:4][C:3]=1[N:9]1[C:17](=[O:18])[C:16]2[C@H:15]3[C:19]([CH3:21])([CH3:20])[C@:12]([CH3:22])([CH2:13][CH2:14]3)[C:11]=2[NH:10]1.[I-].[Na+].[F:25][C:26]1[CH:33]=[C:32]([F:34])[CH:31]=[CH:30][C:27]=1[CH2:28]Br.C(OCC)(=O)C. Product: [F:25][C:26]1[CH:33]=[C:32]([F:34])[CH:31]=[CH:30][C:27]=1[CH2:28][N:10]1[C:11]2[C@:12]3([CH3:22])[C:19]([CH3:21])([CH3:20])[C@@H:15]([CH2:14][CH2:13]3)[C:16]=2[C:17](=[O:18])[N:9]1[C:3]1[CH:4]=[CH:5][C:6]([F:8])=[CH:7][C:2]=1[F:1]. The catalyst class is: 9. (5) The catalyst class is: 46. Product: [I:8][C:9]1[N:14]=[N:13][C:12]([N:15]2[CH2:16][CH2:17][NH:18][CH2:19][CH2:20]2)=[CH:11][CH:10]=1. Reactant: FC(F)(F)C(O)=O.[I:8][C:9]1[N:14]=[N:13][C:12]([N:15]2[CH2:20][CH2:19][N:18](C(OC(C)(C)C)=O)[CH2:17][CH2:16]2)=[CH:11][CH:10]=1.C([O-])([O-])=O.[K+].[K+]. (6) The catalyst class is: 24. Product: [NH2:2][C:1]([C:3]1[CH:4]=[C:5]([B:9]([OH:11])[OH:10])[CH:6]=[CH:7][CH:8]=1)=[O:12]. Reactant: [C:1]([C:3]1[CH:4]=[C:5]([B:9]([OH:11])[OH:10])[CH:6]=[CH:7][CH:8]=1)#[N:2].[OH-:12].[K+].Cl. (7) Reactant: [O:1]=[C:2]1[NH:6][C:5]2[CH:7]=[CH:8][C:9]([NH:11][C:12](=[O:16])[C:13]([OH:15])=O)=[CH:10][C:4]=2[O:3]1.[F:17][C:18]1[CH:19]=[C:20]([CH:28]=[CH:29][CH:30]=1)[CH2:21][CH:22]1[CH2:27][CH2:26][NH:25][CH2:24][CH2:23]1. Product: [F:17][C:18]1[CH:19]=[C:20]([CH:28]=[CH:29][CH:30]=1)[CH2:21][CH:22]1[CH2:27][CH2:26][N:25]([C:13](=[O:15])[C:12]([NH:11][C:9]2[CH:8]=[CH:7][C:5]3[NH:6][C:2](=[O:1])[O:3][C:4]=3[CH:10]=2)=[O:16])[CH2:24][CH2:23]1. The catalyst class is: 27.